From a dataset of Peptide-MHC class I binding affinity with 185,985 pairs from IEDB/IMGT. Regression. Given a peptide amino acid sequence and an MHC pseudo amino acid sequence, predict their binding affinity value. This is MHC class I binding data. (1) The peptide sequence is AVIRFQQL. The MHC is H-2-Kb with pseudo-sequence H-2-Kb. The binding affinity (normalized) is 0.632. (2) The peptide sequence is ITTQWHLDM. The MHC is HLA-B44:02 with pseudo-sequence HLA-B44:02. The binding affinity (normalized) is 0.0847. (3) The peptide sequence is IRLRPGGKK. The MHC is HLA-B57:01 with pseudo-sequence HLA-B57:01. The binding affinity (normalized) is 0.0769. (4) The peptide sequence is FHRKKTDAL. The MHC is HLA-B35:01 with pseudo-sequence HLA-B35:01. The binding affinity (normalized) is 0.0847. (5) The peptide sequence is VWGEEVPLL. The MHC is H-2-Kb with pseudo-sequence H-2-Kb. The binding affinity (normalized) is 0.613. (6) The peptide sequence is HPAAMPHLL. The MHC is HLA-B35:01 with pseudo-sequence HLA-B35:01. The binding affinity (normalized) is 0.479. (7) The peptide sequence is SESRLVNQII. The MHC is Mamu-B01 with pseudo-sequence Mamu-B01. The binding affinity (normalized) is 0.0992. (8) The peptide sequence is ISRTRLYDY. The MHC is HLA-A03:01 with pseudo-sequence HLA-A03:01. The binding affinity (normalized) is 0.522. (9) The peptide sequence is EPFLVQFWI. The MHC is HLA-A02:19 with pseudo-sequence HLA-A02:19. The binding affinity (normalized) is 0.0847. (10) The binding affinity (normalized) is 0.0847. The MHC is HLA-C05:01 with pseudo-sequence HLA-C05:01. The peptide sequence is LPMIIGEPI.